Dataset: Full USPTO retrosynthesis dataset with 1.9M reactions from patents (1976-2016). Task: Predict the reactants needed to synthesize the given product. (1) The reactants are: [CH3:1][N:2]1[C:7]2=[CH:8][S:9][C:10](C)=[C:6]2[C:5](=[O:12])[N:4]([CH3:13])[C:3]1=[O:14].[CH2:15]([C:19]1[CH:24]=[CH:23][C:22]([C:25]2[N:26]=[C:27]([NH2:30])[S:28][CH:29]=2)=[CH:21][CH:20]=1)[CH:16]([CH3:18])[CH3:17].CCN=C=NC[CH2:37][CH2:38]N(C)C.Cl.C1C=CC2N([OH:52])N=NC=2C=1. Given the product [CH3:1][N:2]1[C:10]2[S:9][CH:8]=[C:7]([CH2:37][C:38]([NH:30][C:27]3[S:28][CH:29]=[C:25]([C:22]4[CH:21]=[CH:20][C:19]([CH2:15][CH:16]([CH3:18])[CH3:17])=[CH:24][CH:23]=4)[N:26]=3)=[O:52])[C:6]=2[C:5](=[O:12])[N:4]([CH3:13])[C:3]1=[O:14], predict the reactants needed to synthesize it. (2) Given the product [Br:8][C:6]1[C:5]([CH3:9])=[N:4][CH:3]=[C:2]([Br:1])[CH:7]=1, predict the reactants needed to synthesize it. The reactants are: [Br:1][C:2]1[C:3](N)=[N:4][C:5]([CH3:9])=[C:6]([Br:8])[CH:7]=1.C(ON=O)(C)(C)C. (3) Given the product [CH2:20]([NH:27][C@H:28]1[CH2:33][CH2:32][N:31]([C:8]2[CH:13]=[CH:12][C:11]([N+:14]([O-:16])=[O:15])=[C:10]([O:17][CH3:18])[CH:9]=2)[CH2:30][C@H:29]1[F:34])[C:21]1[CH:22]=[CH:23][CH:24]=[CH:25][CH:26]=1, predict the reactants needed to synthesize it. The reactants are: C(=O)([O-])[O-].[K+].[K+].F[C:8]1[CH:13]=[CH:12][C:11]([N+:14]([O-:16])=[O:15])=[C:10]([O:17][CH3:18])[CH:9]=1.Cl.[CH2:20]([NH:27][C@H:28]1[CH2:33][CH2:32][NH:31][CH2:30][C@H:29]1[F:34])[C:21]1[CH:26]=[CH:25][CH:24]=[CH:23][CH:22]=1. (4) Given the product [CH3:1][O:2][CH2:3][CH2:4][CH2:5][O:6][C:14]1[CH:15]=[CH:16][CH:17]=[C:10]([N+:7]([O-:9])=[O:8])[C:11]=1[C:12]#[N:13], predict the reactants needed to synthesize it. The reactants are: [CH3:1][O:2][CH2:3][CH2:4][CH2:5][OH:6].[N+:7]([C:10]1[CH:17]=[CH:16][CH:15]=[C:14]([N+]([O-])=O)[C:11]=1[C:12]#[N:13])([O-:9])=[O:8]. (5) Given the product [NH2:33][C:25]([C:23]1[O:24][C:20]2[CH:19]=[CH:18][C:17]([C:14]3[N:13]=[C:12]([C:4]4[CH:5]=[CH:6][C:7]([O:8][CH2:9][CH2:10][CH3:11])=[C:2]([Br:1])[CH:3]=4)[O:16][N:15]=3)=[CH:41][C:21]=2[CH:22]=1)([CH2:26][OH:27])[CH2:30][OH:29], predict the reactants needed to synthesize it. The reactants are: [Br:1][C:2]1[CH:3]=[C:4]([C:12]2[O:16][N:15]=[C:14]([C:17]3[CH:18]=[CH:19][C:20]4[O:24][C:23]([C:25]5([NH:33]C(=O)OC(C)(C)C)[CH2:30][O:29]C(C)(C)[O:27][CH2:26]5)=[CH:22][C:21]=4[CH:41]=3)[N:13]=2)[CH:5]=[CH:6][C:7]=1[O:8][CH2:9][CH2:10][CH3:11].ClC1C=C(C2ON=C(C3C=CC4OC(C5(NC(=O)OCCCC)COC(C)(C)OC5)=CC=4C=3)N=2)C=CC=1OCCC.